Dataset: Full USPTO retrosynthesis dataset with 1.9M reactions from patents (1976-2016). Task: Predict the reactants needed to synthesize the given product. (1) The reactants are: Cl[C:2]1[N:10]=[C:9]([C:11]2[CH:16]=[CH:15][CH:14]=[CH:13][CH:12]=2)[C:8]([C:17]2[CH:22]=[CH:21][C:20](=[O:23])[N:19]([CH:24]([CH3:26])[CH3:25])[N:18]=2)=[CH:7][C:3]=1[C:4]([NH2:6])=[O:5].C([O-])=O.[NH4+]. Given the product [CH:24]([N:19]1[C:20](=[O:23])[CH:21]=[CH:22][C:17]([C:8]2[C:9]([C:11]3[CH:12]=[CH:13][CH:14]=[CH:15][CH:16]=3)=[N:10][CH:2]=[C:3]([CH:7]=2)[C:4]([NH2:6])=[O:5])=[N:18]1)([CH3:26])[CH3:25], predict the reactants needed to synthesize it. (2) Given the product [Cl:1][C:2]1[CH:7]=[CH:6][C:5]2[N:4]([C:9]([CH3:10])=[N:12][N:13]=2)[N:3]=1, predict the reactants needed to synthesize it. The reactants are: [Cl:1][C:2]1[N:3]=[N:4][C:5](Cl)=[CH:6][CH:7]=1.[C:9]([NH:12][NH2:13])(=O)[CH3:10].C(N(CC)CC)C.O.C1(C)C=CC(S(O)(=O)=O)=CC=1. (3) Given the product [CH2:25]([NH:27][C:28](=[O:48])[NH:29][C:30]1[N:35]=[CH:34][C:33]([C:3]2[CH:4]=[C:5]3[C:10](=[CH:11][CH:12]=2)[N:9]([CH2:13][C@@H:14]2[CH2:18][CH2:17][NH:16][CH2:15]2)[CH:8]=[C:7]([C:19]([O:21][CH2:22][CH3:23])=[O:20])[C:6]3=[O:24])=[C:32]([C:39]2[S:40][CH:41]=[C:42]([C:44]([F:47])([F:46])[F:45])[N:43]=2)[CH:31]=1)[CH3:26], predict the reactants needed to synthesize it. The reactants are: Cl.I[C:3]1[CH:4]=[C:5]2[C:10](=[CH:11][CH:12]=1)[N:9]([CH2:13][C@@H:14]1[CH2:18][CH2:17][NH:16][CH2:15]1)[CH:8]=[C:7]([C:19]([O:21][CH2:22][CH3:23])=[O:20])[C:6]2=[O:24].[CH2:25]([NH:27][C:28](=[O:48])[NH:29][C:30]1[N:35]=[CH:34][C:33](B(O)O)=[C:32]([C:39]2[S:40][CH:41]=[C:42]([C:44]([F:47])([F:46])[F:45])[N:43]=2)[CH:31]=1)[CH3:26].C(=O)(O)[O-].[Na+]. (4) Given the product [C:13]([C:16]1[CH:17]=[C:18]2[C:22](=[CH:23][CH:24]=1)[NH:21][C:20]([CH2:25][CH2:26][CH:27]([CH3:29])[CH3:28])=[CH:19]2)([OH:15])=[O:14], predict the reactants needed to synthesize it. The reactants are: NC1C=CC(C(OC)=O)=CC=1C.[C:13]([C:16]1[CH:17]=[C:18]2[C:22](=[CH:23][CH:24]=1)[NH:21][C:20]([CH2:25][CH2:26][C:27]([CH3:29])=[CH2:28])=[CH:19]2)([OH:15])=[O:14]. (5) The reactants are: [F:1][C:2]1[CH:7]=[CH:6][C:5]([C:8]2[N:9]([CH:18]([CH3:20])[CH3:19])[N:10]=[C:11]3[C:17]=2[CH2:16][CH2:15][NH:14][CH2:13][CH2:12]3)=[CH:4][CH:3]=1.[C:21]([OH:33])(=[O:32])[CH2:22][C:23]([CH2:28][C:29]([OH:31])=[O:30])([C:25]([OH:27])=[O:26])[OH:24]. Given the product [C:21]([OH:33])(=[O:32])[CH2:22][C:23]([CH2:28][C:29]([OH:31])=[O:30])([C:25]([OH:27])=[O:26])[OH:24].[F:1][C:2]1[CH:7]=[CH:6][C:5]([C:8]2[N:9]([CH:18]([CH3:20])[CH3:19])[N:10]=[C:11]3[C:17]=2[CH2:16][CH2:15][NH:14][CH2:13][CH2:12]3)=[CH:4][CH:3]=1, predict the reactants needed to synthesize it. (6) The reactants are: Cl[C:2]([CH:4]1[CH2:9][CH2:8][CH2:7][N:6]([C:10]([O:12][CH2:13][C:14]2[CH:19]=[CH:18][CH:17]=[CH:16][CH:15]=2)=[O:11])[CH2:5]1)=[O:3].[NH2:20][C:21]1[C:22]([OH:31])=[C:23]([CH:28]=[CH:29][CH:30]=1)[C:24]([O:26][CH3:27])=[O:25]. Given the product [CH2:13]([O:12][C:10]([N:6]1[CH2:7][CH2:8][CH2:9][CH:4]([C:2](=[O:3])[NH:20][C:21]2[CH:30]=[CH:29][CH:28]=[C:23]([C:24]([O:26][CH3:27])=[O:25])[C:22]=2[OH:31])[CH2:5]1)=[O:11])[C:14]1[CH:19]=[CH:18][CH:17]=[CH:16][CH:15]=1, predict the reactants needed to synthesize it. (7) Given the product [NH2:26][CH:25]1[C:24](=[O:27])[N:13]2[C:14]([C:21]([OH:23])=[O:22])=[C:15]([CH2:16][O:17][C:18](=[O:20])[NH2:19])[CH2:10][S:11][C@H:12]12, predict the reactants needed to synthesize it. The reactants are: C1(CC([CH:10]2[C:15]([CH2:16][O:17][C:18](=[O:20])[NH2:19])=[C:14]([C:21]([OH:23])=[O:22])[N:13]3[C:24](=[O:27])[CH:25]([NH2:26])[C@H:12]3[S:11]2)=O)C=CC=CC=1.[OH-].[Na+].